Predict the reactants needed to synthesize the given product. From a dataset of Full USPTO retrosynthesis dataset with 1.9M reactions from patents (1976-2016). (1) Given the product [CH2:12]([O:19][C:20]1[C:21]([F:30])=[C:22]([C:2]2[N:7]=[C:6]([C:8]([O:10][CH3:11])=[O:9])[CH:5]=[CH:4][CH:3]=2)[C:23]([F:26])=[CH:24][CH:25]=1)[C:13]1[CH:14]=[CH:15][CH:16]=[CH:17][CH:18]=1, predict the reactants needed to synthesize it. The reactants are: Br[C:2]1[N:7]=[C:6]([C:8]([O:10][CH3:11])=[O:9])[CH:5]=[CH:4][CH:3]=1.[CH2:12]([O:19][C:20]1[C:21]([F:30])=[C:22](B(O)O)[C:23]([F:26])=[CH:24][CH:25]=1)[C:13]1[CH:18]=[CH:17][CH:16]=[CH:15][CH:14]=1. (2) Given the product [O:32]=[S:2]1(=[O:1])[C:6]2[CH:7]=[CH:8][CH:9]=[CH:10][C:5]=2[C:4]([S:11][CH:12]([CH2:17][C:18]2[CH:23]=[CH:22][C:21]([O:24][CH2:25][C:26]3[CH:27]=[CH:28][CH:29]=[CH:30][CH:31]=3)=[CH:20][CH:19]=2)[C:13]([OH:15])=[O:14])=[N:3]1, predict the reactants needed to synthesize it. The reactants are: [O:1]=[S:2]1(=[O:32])[C:6]2[CH:7]=[CH:8][CH:9]=[CH:10][C:5]=2[C:4]([S:11][CH:12]([CH2:17][C:18]2[CH:23]=[CH:22][C:21]([O:24][CH2:25][C:26]3[CH:31]=[CH:30][CH:29]=[CH:28][CH:27]=3)=[CH:20][CH:19]=2)[C:13]([O:15]C)=[O:14])=[N:3]1.[OH-].[K+].Cl.O.